From a dataset of Catalyst prediction with 721,799 reactions and 888 catalyst types from USPTO. Predict which catalyst facilitates the given reaction. (1) Reactant: [CH2:1]([C:3]1[N:7]([CH:8]2[CH2:13][CH2:12][NH:11][CH2:10][CH2:9]2)[C:6]2[CH:14]=[CH:15][CH:16]=[CH:17][C:5]=2[N:4]=1)[CH3:2].Cl[CH2:19][CH2:20][CH2:21][NH:22][C:23]1[CH:28]=[CH:27][C:26]([F:29])=[CH:25][CH:24]=1.C([O-])([O-])=O.[K+].[K+].O. Product: [CH2:1]([C:3]1[N:7]([CH:8]2[CH2:9][CH2:10][N:11]([CH2:19][CH2:20][CH2:21][NH:22][C:23]3[CH:24]=[CH:25][C:26]([F:29])=[CH:27][CH:28]=3)[CH2:12][CH2:13]2)[C:6]2[CH:14]=[CH:15][CH:16]=[CH:17][C:5]=2[N:4]=1)[CH3:2]. The catalyst class is: 3. (2) Reactant: [CH:1]([C:3]1[CH:4]=[C:5]([CH2:9][C:10]([O:12][CH2:13][CH3:14])=[O:11])[CH:6]=[CH:7][CH:8]=1)=[CH2:2]. Product: [CH2:1]([C:3]1[CH:4]=[C:5]([CH2:9][C:10]([O:12][CH2:13][CH3:14])=[O:11])[CH:6]=[CH:7][CH:8]=1)[CH3:2]. The catalyst class is: 29. (3) Reactant: [F:1][C:2]([F:30])([F:29])[C:3]1[CH:4]=[CH:5][C:6]2[O:10][C:9]([C:11]3[CH:16]=[CH:15][N:14]=[CH:13][C:12]=3[N:17]3C(=O)C4=CC=CC=C4C3=O)=[N:8][C:7]=2[CH:28]=1.O.NN. Product: [NH2:17][C:12]1[CH:13]=[N:14][CH:15]=[CH:16][C:11]=1[C:9]1[O:10][C:6]2[CH:5]=[CH:4][C:3]([C:2]([F:30])([F:29])[F:1])=[CH:28][C:7]=2[N:8]=1. The catalyst class is: 8. (4) Reactant: [Cl:1][C:2]1[C:3]([CH:8]2[CH2:10][CH2:9]2)=[N:4][CH:5]=[CH:6][CH:7]=1.[B:11]1([B:11]2[O:15][C:14]([CH3:17])([CH3:16])[C:13]([CH3:19])([CH3:18])[O:12]2)[O:15][C:14]([CH3:17])([CH3:16])[C:13]([CH3:19])([CH3:18])[O:12]1. Product: [Cl:1][C:2]1[C:3]([CH:8]2[CH2:10][CH2:9]2)=[N:4][CH:5]=[C:6]([B:11]2[O:15][C:14]([CH3:17])([CH3:16])[C:13]([CH3:19])([CH3:18])[O:12]2)[CH:7]=1. The catalyst class is: 81. (5) Product: [CH2:2]([N:9]1[CH2:10][C@@H:11]2[C@@H:15]([CH2:14][NH:13][CH2:12]2)[CH2:16]1)[C:3]1[CH:8]=[CH:7][CH:6]=[CH:5][CH:4]=1. The catalyst class is: 1. Reactant: Cl.[CH2:2]([N:9]1[C:16](=O)[C@@H:15]2[C@@H:11]([CH2:12][NH:13][CH2:14]2)[C:10]1=O)[C:3]1[CH:8]=[CH:7][CH:6]=[CH:5][CH:4]=1.[H-].[H-].[H-].[H-].[Li+].[Al+3].O.[OH-].[Na+]. (6) Reactant: [F:1][C:2]1[C:3]([C:28]2[N:33]=[CH:32][CH:31]=[CH:30][N:29]=2)=[C:4]([C:8]([N:10]2[C@@H:14]3[CH2:15][CH2:16][C@H:11]2[C@H:12]([NH:17][C:18]2[CH:23]=[N:22][C:21]([C:24]([F:27])([F:26])[F:25])=[CH:20][N:19]=2)[CH2:13]3)=[O:9])[CH:5]=[CH:6][CH:7]=1.[CH3:34]C(C)([O-])C.[Na+].IC. Product: [F:1][C:2]1[C:3]([C:28]2[N:29]=[CH:30][CH:31]=[CH:32][N:33]=2)=[C:4]([C:8]([N:10]2[C@@H:14]3[CH2:15][CH2:16][C@H:11]2[C@H:12]([N:17]([CH3:34])[C:18]2[CH:23]=[N:22][C:21]([C:24]([F:25])([F:27])[F:26])=[CH:20][N:19]=2)[CH2:13]3)=[O:9])[CH:5]=[CH:6][CH:7]=1. The catalyst class is: 173.